From a dataset of Experimentally validated miRNA-target interactions with 360,000+ pairs, plus equal number of negative samples. Binary Classification. Given a miRNA mature sequence and a target amino acid sequence, predict their likelihood of interaction. (1) The miRNA is cel-miR-239a-5p with sequence UUUGUACUACACAUAGGUACUGG. The protein sequence of the target gene is MNIFDRKINFDALLKFSHITPSTQQHLKKVYASFALCMFVAAAGAYVHVVTHFIQAGLLSALGSLALMIWLMATPHSHETEQKRLGLLAGFAFLTGVGLGPALELCIAVNPSILPTAFMGTAMIFTCFSLSALYARRRSYLFLGGILMSAMSLMLLSSLGNLFFGSIWLFQANLYLGLLVMCGFVLFDTQLIIEKAEHGDKDYIWHCVDLFLDFVTLFRKLMLILAFNEKDKKKEKK. Result: 0 (no interaction). (2) Result: 0 (no interaction). The miRNA is mmu-miR-691 with sequence AUUCCUGAAGAGAGGCAGAAAA. The protein sequence of the target gene is MAQRSGKITLYEGKHFTGQKLEVFGDCDNFQDRGFMNRVNSIHVESGAWVCFNHPDFRGQQFILEHGDYPDFFRWNSHSDHMGSCRPVGMHGEHFRLEIFEGCNFTGQCLEFLEDSPFLQSRGWVKNCVNTIKVYGDGAAWSPRSFGAEDFQLSSSLQSDQGPEEATTKPATTQPPFLTANL. (3) The miRNA is rno-miR-218a-5p with sequence UUGUGCUUGAUCUAACCAUGU. The protein sequence of the target gene is MGPPLPLLLLLLLPPPLPRALPAPASARGRQLPGRLGCLFEDGLCGSLETCVNDGVFGRCQKVPVMDTYRYEVPPGALLHLKVTLQKLSRTGFTWQDDYTQRVIAQELANLPKAYLWHGEASGPARSLQQNADNEKWFSLEREVALAKTLRRYLPYLELLSQTPTANAHSRIDHETRPAKGEDSSPENILTYVAHTSALTYPPATRAKYPDNLLRPFSRLQPDELSPKVDGDIDKQKLIAALGAYTAQRLPGENDPEPRYLVHGSARAPRPFSATALSQRWPPPPGDAKDSPSMDDDTLL.... Result: 0 (no interaction). (4) The miRNA is mmu-miR-193a-3p with sequence AACUGGCCUACAAAGUCCCAGU. The protein sequence of the target gene is MAAPVRRTLLGVAGGWRRFERLWAGSLSSRSLALAAAPSSNGSPWRLLGALCLQRPPVVSKPLTPLQEEMASLLQQIEIERSLYSDHELRALDENQRLAKKKADLHDEEDEQDILLAQDLEDMWEQKFLQFKLGARITEADEKNDRTSLNRKLDRNLVLLVREKFGDQDVWILPQAEWQPGETLRGTAERTLATLSENNMEAKFLGNAPCGHYTFKFPQAMRTESNLGAKVFFFKALLLTGDFSQAGNKGHHVWVTKDELGDYLKPKYLAQVRRFVSDL. Result: 0 (no interaction).